This data is from Full USPTO retrosynthesis dataset with 1.9M reactions from patents (1976-2016). The task is: Predict the reactants needed to synthesize the given product. (1) Given the product [Br:1][C:2]1[C:3]([OH:11])=[CH:4][C:5]2[C:9]([CH:10]=1)=[N:8][N:7]([CH:15]1[CH2:14][CH2:13][CH2:12][CH2:17][O:16]1)[CH:6]=2, predict the reactants needed to synthesize it. The reactants are: [Br:1][C:2]1[CH:10]=[C:9]2[C:5]([CH:6]=[N:7][NH:8]2)=[CH:4][C:3]=1[OH:11].[CH2:12]1[CH2:17][O:16][CH:15]=[CH:14][CH2:13]1.CS(O)(=O)=O. (2) Given the product [F:13][C:2]([F:1])([F:12])[C:3]1[CH:4]=[CH:5][C:6]2[O:10][C:9]([B:27]([OH:32])[OH:28])=[CH:8][C:7]=2[CH:11]=1, predict the reactants needed to synthesize it. The reactants are: [F:1][C:2]([F:13])([F:12])[C:3]1[CH:4]=[CH:5][C:6]2[O:10][CH:9]=[CH:8][C:7]=2[CH:11]=1.CN(C)CCN(C)C.[Li]CCCC.[B:27](OC(C)C)([O:32]C(C)C)[O:28]C(C)C. (3) The reactants are: [OH:1][N:2]1[CH:6]=[CH:5][N:4]=[CH:3]1.[N:7]1([C:13](Cl)=[O:14])[CH2:12][CH2:11][O:10][CH2:9][CH2:8]1. Given the product [N:2]1([O:1][C:13]([N:7]2[CH2:12][CH2:11][O:10][CH2:9][CH2:8]2)=[O:14])[CH:6]=[CH:5][N:4]=[CH:3]1, predict the reactants needed to synthesize it. (4) Given the product [F:1][CH:2]([F:14])[O:3][CH2:4][C:5]1([C:9]([OH:11])=[O:10])[CH2:8][CH2:7][CH2:6]1, predict the reactants needed to synthesize it. The reactants are: [F:1][CH:2]([F:14])[O:3][CH2:4][C:5]1([C:9]([O:11]CC)=[O:10])[CH2:8][CH2:7][CH2:6]1.O.[OH-].[Na+]. (5) Given the product [CH2:12]([O:14][C:15](=[O:23])[CH2:16][C:17]1[NH:10][C:7]2[C:8]([C:18]=1[S:19][CH2:20][CH3:21])=[CH:9][C:4]([O:3][CH3:2])=[CH:5][CH:6]=2)[CH3:13], predict the reactants needed to synthesize it. The reactants are: Cl.[CH3:2][O:3][C:4]1[CH:9]=[CH:8][C:7]([NH:10]N)=[CH:6][CH:5]=1.[CH2:12]([O:14][C:15](=[O:23])[CH2:16][C:17](=O)[CH2:18][S:19][CH2:20][CH3:21])[CH3:13].